Dataset: Full USPTO retrosynthesis dataset with 1.9M reactions from patents (1976-2016). Task: Predict the reactants needed to synthesize the given product. The reactants are: [Cl-].[NH4+].[N+:3]([C:6]1[CH:7]=[CH:8][C:9]([C:12]2[CH:17]=[CH:16][CH:15]=[CH:14][CH:13]=2)=[N:10][CH:11]=1)([O-])=O.CO. Given the product [C:12]1([C:9]2[N:10]=[CH:11][C:6]([NH2:3])=[CH:7][CH:8]=2)[CH:13]=[CH:14][CH:15]=[CH:16][CH:17]=1, predict the reactants needed to synthesize it.